This data is from Full USPTO retrosynthesis dataset with 1.9M reactions from patents (1976-2016). The task is: Predict the reactants needed to synthesize the given product. (1) Given the product [F:1][C:2]1[CH:7]=[C:6]([F:8])[CH:5]=[CH:4][C:3]=1[S:9]([NH:12][C:13]1[CH:18]=[C:17]([C:31]2[CH:39]=[C:38]3[C:34]([CH:35]=[N:36][N:37]3[S:40]([C:43]3[CH:48]=[CH:47][C:46]([CH3:49])=[CH:45][CH:44]=3)(=[O:42])=[O:41])=[C:33]([NH:50][C:51]([C:53]3[N:54]=[C:55]([CH2:58][N:59]4[CH2:64][C@H:63]([CH3:65])[O:62][C@H:61]([CH3:66])[CH2:60]4)[S:56][CH:57]=3)=[O:52])[CH:32]=2)[CH:16]=[N:15][C:14]=1[O:28][CH3:29])(=[O:10])=[O:11], predict the reactants needed to synthesize it. The reactants are: [F:1][C:2]1[CH:7]=[C:6]([F:8])[CH:5]=[CH:4][C:3]=1[S:9]([NH:12][C:13]1[C:14]([O:28][CH3:29])=[N:15][CH:16]=[C:17](B2OC(C)(C)C(C)(C)O2)[CH:18]=1)(=[O:11])=[O:10].Br[C:31]1[CH:39]=[C:38]2[C:34]([CH:35]=[N:36][N:37]2[S:40]([C:43]2[CH:48]=[CH:47][C:46]([CH3:49])=[CH:45][CH:44]=2)(=[O:42])=[O:41])=[C:33]([NH:50][C:51]([C:53]2[N:54]=[C:55]([CH2:58][N:59]3[CH2:64][C@H:63]([CH3:65])[O:62][C@H:61]([CH3:66])[CH2:60]3)[S:56][CH:57]=2)=[O:52])[CH:32]=1.C(=O)([O-])[O-].[Na+].[Na+].O1CCOCC1. (2) Given the product [NH:9]1[C:10]2[C:5](=[CH:4][CH:3]=[CH:2][N:1]=2)[CH2:6][CH2:7][CH2:8]1, predict the reactants needed to synthesize it. The reactants are: [N:1]1[C:10]2[C:5](=[CH:6][CH:7]=[CH:8][N:9]=2)[CH:4]=[CH:3][CH:2]=1.BrCC(OC(C)(C)C)=O.[BH4-].[Na+]. (3) Given the product [NH2:44][C:41]1[N:42]=[CH:43][C:38]([C:2]2[N:3]=[C:4]([N:24]3[CH2:29][CH2:28][O:27][CH2:26][CH2:25]3)[C:5]3[S:10][C:9]([C:11]4[CH:16]=[CH:15][C:14]([NH:17][CH2:18][CH2:19][O:20][CH2:21][CH2:22][OH:23])=[CH:13][CH:12]=4)=[CH:8][C:6]=3[N:7]=2)=[CH:39][N:40]=1, predict the reactants needed to synthesize it. The reactants are: Cl[C:2]1[N:3]=[C:4]([N:24]2[CH2:29][CH2:28][O:27][CH2:26][CH2:25]2)[C:5]2[S:10][C:9]([C:11]3[CH:16]=[CH:15][C:14]([NH:17][CH2:18][CH2:19][O:20][CH2:21][CH2:22][OH:23])=[CH:13][CH:12]=3)=[CH:8][C:6]=2[N:7]=1.CC1(C)C(C)(C)OB([C:38]2[CH:39]=[N:40][C:41]([NH2:44])=[N:42][CH:43]=2)O1.CC([O-])=O.[K+]. (4) Given the product [F:2][C:3]1[CH:4]=[C:5]([C@:14]2([NH:24][C:32]([C:29]3[CH:28]=[CH:27][C:26](=[O:25])[NH:31][CH:30]=3)=[O:33])[C:19]3=[N:20][CH:21]=[CH:22][CH:23]=[C:18]3[O:17][CH2:16][CH2:15]2)[CH:6]=[CH:7][C:8]=1[O:9][C:10]([F:13])([F:11])[F:12], predict the reactants needed to synthesize it. The reactants are: Cl.[F:2][C:3]1[CH:4]=[C:5]([C@:14]2([NH2:24])[C:19]3=[N:20][CH:21]=[CH:22][CH:23]=[C:18]3[O:17][CH2:16][CH2:15]2)[CH:6]=[CH:7][C:8]=1[O:9][C:10]([F:13])([F:12])[F:11].[OH:25][C:26]1[N:31]=[CH:30][C:29]([C:32](O)=[O:33])=[CH:28][CH:27]=1.C1C=CC2N(O)N=NC=2C=1.CCN=C=NCCCN(C)C. (5) Given the product [ClH:9].[NH2:10][C:11]1[C:20]2[C:15](=[CH:16][C:17]([O:23][CH3:24])=[C:18]([O:21][CH3:22])[CH:19]=2)[N:14]=[C:13]([N:25]2[CH2:30][CH2:29][N:28]([C:7]([C:6]3[S:5][CH:4]=[N:3][C:2]=3[CH3:1])=[O:8])[CH2:27][CH2:26]2)[N:12]=1, predict the reactants needed to synthesize it. The reactants are: [CH3:1][C:2]1[N:3]=[CH:4][S:5][C:6]=1[C:7]([Cl:9])=[O:8].[NH2:10][C:11]1[C:20]2[C:15](=[CH:16][C:17]([O:23][CH3:24])=[C:18]([O:21][CH3:22])[CH:19]=2)[N:14]=[C:13]([N:25]2[CH2:30][CH2:29][NH:28][CH2:27][CH2:26]2)[N:12]=1.